Dataset: Acute oral toxicity (LD50) regression data from Zhu et al.. Task: Regression/Classification. Given a drug SMILES string, predict its toxicity properties. Task type varies by dataset: regression for continuous values (e.g., LD50, hERG inhibition percentage) or binary classification for toxic/non-toxic outcomes (e.g., AMES mutagenicity, cardiotoxicity, hepatotoxicity). Dataset: ld50_zhu. The molecule is CCCOCC(C)OCC(C)O. The rat oral LD50 is 2.07, given as -log10 of the dose in mol/kg body weight (higher means more acutely toxic).